Dataset: Full USPTO retrosynthesis dataset with 1.9M reactions from patents (1976-2016). Task: Predict the reactants needed to synthesize the given product. (1) Given the product [Cl:1][C:2]1[C:7]([OH:8])=[C:6]([I:16])[CH:5]=[C:4]([CH2:9][OH:10])[N:3]=1, predict the reactants needed to synthesize it. The reactants are: [Cl:1][C:2]1[C:7]([OH:8])=[CH:6][CH:5]=[C:4]([CH2:9][OH:10])[N:3]=1.C([O-])(O)=O.[Na+].[I:16]I.OS([O-])(=O)=O.[Na+]. (2) Given the product [Cl:17][C:18]1[N:23]=[C:22]([NH:13][CH2:12][CH2:11][C:10]#[N:9])[CH:21]=[C:20]([CH2:25][O:26][CH2:27][C:28]([F:31])([F:30])[F:29])[N:19]=1, predict the reactants needed to synthesize it. The reactants are: C(O)(=O)/C=C/C(O)=O.[NH2:9][CH2:10][CH2:11][C:12]#[N:13].C[O-].[Na+].[Cl:17][C:18]1[N:23]=[C:22](Cl)[CH:21]=[C:20]([CH2:25][O:26][CH2:27][C:28]([F:31])([F:30])[F:29])[N:19]=1. (3) The reactants are: [CH3:1][O:2][CH2:3][C@H:4]1[CH2:8][CH2:7][CH2:6][N:5]1[S:9]([C:12]1[CH:20]=[CH:19][C:18]2[N:17]3[CH2:21][C:22]([CH3:26])([CH3:25])[CH2:23][N:24]=[C:16]3[C:15]3(OCCC[O:27]3)[C:14]=2[CH:13]=1)(=[O:11])=[O:10]. Given the product [CH3:1][O:2][CH2:3][C@H:4]1[CH2:8][CH2:7][CH2:6][N:5]1[S:9]([C:12]1[CH:20]=[CH:19][C:18]2[N:17]3[CH2:21][C:22]([CH3:25])([CH3:26])[CH2:23][N:24]=[C:16]3[C:15](=[O:27])[C:14]=2[CH:13]=1)(=[O:11])=[O:10], predict the reactants needed to synthesize it. (4) Given the product [CH2:1]([N:3]1[CH2:8][CH2:7][CH:6]([C:9]2[C:10]([OH:23])=[C:11]([C:15](=[O:17])[CH3:16])[CH:12]=[CH:13][CH:14]=2)[CH2:5][CH2:4]1)[CH3:2], predict the reactants needed to synthesize it. The reactants are: [CH2:1]([N:3]1[CH2:8][CH2:7][CH:6]([C:9]2[C:10](F)=[C:11]([C:15](=[O:17])[CH3:16])[CH:12]=[CH:13][CH:14]=2)[CH2:5][CH2:4]1)[CH3:2].C([OH:23])C#CC.[K].CC(C)([O-])C.